From a dataset of Forward reaction prediction with 1.9M reactions from USPTO patents (1976-2016). Predict the product of the given reaction. (1) The product is: [Cl:17][C:18]1[CH:19]=[C:20]([CH:23]=[CH:24][CH:25]=1)[CH2:21][C:7]1[S:11][C:10]([CH:12]2[O:16][CH2:15][CH2:14][O:13]2)=[CH:9][CH:8]=1. Given the reactants C([Li])CCC.Br[C:7]1[S:11][C:10]([CH:12]2[O:16][CH2:15][CH2:14][O:13]2)=[CH:9][CH:8]=1.[Cl:17][C:18]1[CH:19]=[C:20]([CH:23]=[CH:24][CH:25]=1)[CH2:21]Br, predict the reaction product. (2) Given the reactants Br[C:2]1[CH:10]=[C:9]2[C:5]([CH:6]=[CH:7][N:8]2[C:11]2[C:20]3[C:15](=[CH:16][CH:17]=[C:18]([Cl:21])[CH:19]=3)[N:14]=[C:13]([CH3:22])[C:12]=2[CH3:23])=[C:4]([O:24][CH3:25])[CH:3]=1.CC1(C)C(C)(C)OB([C:34]2[CH:35]=[N:36][NH:37][CH:38]=2)O1, predict the reaction product. The product is: [Cl:21][C:18]1[CH:19]=[C:20]2[C:15](=[CH:16][CH:17]=1)[N:14]=[C:13]([CH3:22])[C:12]([CH3:23])=[C:11]2[N:8]1[C:9]2[C:5](=[C:4]([O:24][CH3:25])[CH:3]=[C:2]([C:34]3[CH:35]=[N:36][NH:37][CH:38]=3)[CH:10]=2)[CH:6]=[CH:7]1. (3) Given the reactants C(OC([N:8]1[CH2:13][CH2:12][N:11]([C:14]2[C:19]3[S:20][CH:21]=[C:22]([S:23]([C:26]4[CH:31]=[CH:30][CH:29]=[CH:28][CH:27]=4)(=[O:25])=[O:24])[C:18]=3[CH:17]=[CH:16]C=2)[CH2:10][CH2:9]1)=O)(C)(C)C.C(=O)([O-])O.[Na+].[ClH:37].C(OCC)C.[Cl:43][CH2:44][Cl:45], predict the reaction product. The product is: [ClH:43].[Cl:37][C:17]1[C:18]2[C:22]([S:23]([C:26]3[CH:31]=[CH:30][CH:29]=[CH:28][CH:27]=3)(=[O:25])=[O:24])=[CH:21][S:20][C:19]=2[C:14]([N:11]2[CH2:12][CH2:13][NH:8][CH2:9][CH2:10]2)=[C:44]([Cl:45])[CH:16]=1. (4) Given the reactants C(OC(=O)[CH2:5][O:6][C@H:7]1[CH2:10][C@@H:9]([N:11]2[C:16](=[O:17])[C:15]([CH2:18][C:19]3[CH:24]=[CH:23][C:22]([C:25]4[CH:30]=[CH:29][CH:28]=[CH:27][C:26]=4[C:31]#[N:32])=[CH:21][C:20]=3[F:33])=[C:14]([CH2:34][CH2:35][CH3:36])[N:13]3[N:37]=[CH:38][N:39]=[C:12]23)[CH2:8]1)C.C[Mg]Br.Cl, predict the reaction product. The product is: [F:33][C:20]1[CH:21]=[C:22]([C:25]2[C:26]([C:31]#[N:32])=[CH:27][CH:28]=[CH:29][CH:30]=2)[CH:23]=[CH:24][C:19]=1[CH2:18][C:15]1[C:16](=[O:17])[N:11]([C@H:9]2[CH2:10][C@@H:7]([O:6][CH2:5][C:7]([OH:6])([CH3:10])[CH3:8])[CH2:8]2)[C:12]2[N:13]([N:37]=[CH:38][N:39]=2)[C:14]=1[CH2:34][CH2:35][CH3:36]. (5) Given the reactants [Cl:1][C:2]1[CH:3]=[C:4]2[C:8](=[CH:9][CH:10]=1)[NH:7][C:6](=[O:11])[CH2:5]2.[N:12]1([CH2:17][CH2:18][NH:19][C:20]([C:22]2[C:26]([CH3:27])=[C:25]([CH:28]=O)[NH:24][C:23]=2[CH3:30])=[O:21])[CH2:16][CH2:15][CH2:14][CH2:13]1, predict the reaction product. The product is: [N:12]1([CH2:17][CH2:18][NH:19][C:20]([C:22]2[C:26]([CH3:27])=[C:25]([CH:28]=[C:5]3[C:4]4[C:8](=[CH:9][CH:10]=[C:2]([Cl:1])[CH:3]=4)[NH:7][C:6]3=[O:11])[NH:24][C:23]=2[CH3:30])=[O:21])[CH2:16][CH2:15][CH2:14][CH2:13]1. (6) Given the reactants [BH4-].[Na+].[CH3:3][C:4]1[O:8][C:7]([C:9]2[CH:14]=[CH:13][CH:12]=[CH:11][CH:10]=2)=[N:6][C:5]=1[CH2:15][CH:16]([C:22](OCC)=[O:23])[C:17](OCC)=[O:18], predict the reaction product. The product is: [CH3:3][C:4]1[O:8][C:7]([C:9]2[CH:14]=[CH:13][CH:12]=[CH:11][CH:10]=2)=[N:6][C:5]=1[CH2:15][CH:16]([CH2:17][OH:18])[CH2:22][OH:23]. (7) Given the reactants [Cl:1][C:2]1[CH:7]=[CH:6][C:5]([CH:8]([C:22]2[CH:27]=[CH:26][CH:25]=[CH:24][CH:23]=2)[N:9]2[CH2:14][CH2:13][N:12]([CH2:15][CH2:16][O:17][CH2:18][C:19](N)=[O:20])[CH2:11][CH2:10]2)=[CH:4][CH:3]=1.[OH-:28].[Na+].Cl, predict the reaction product. The product is: [CH:25]1[CH:24]=[CH:23][C:22]([CH:8]([N:9]2[CH2:14][CH2:13][N:12]([CH2:15][CH2:16][O:17][CH2:18][C:19]([OH:28])=[O:20])[CH2:11][CH2:10]2)[C:5]2[CH:6]=[CH:7][C:2]([Cl:1])=[CH:3][CH:4]=2)=[CH:27][CH:26]=1. (8) Given the reactants [CH2:1]([NH2:5])[CH2:2][CH2:3][CH3:4].[CH:6]([N:9]=[C:10]=[N:11][CH:12]([CH3:14])[CH3:13])([CH3:8])[CH3:7].NC(N)=N, predict the reaction product. The product is: [CH2:1]([NH:5][C:10]([NH:11][CH:12]([CH3:14])[CH3:13])=[N:9][CH:6]([CH3:8])[CH3:7])[CH2:2][CH2:3][CH3:4].